Dataset: Peptide-MHC class I binding affinity with 185,985 pairs from IEDB/IMGT. Task: Regression. Given a peptide amino acid sequence and an MHC pseudo amino acid sequence, predict their binding affinity value. This is MHC class I binding data. The peptide sequence is TAHLKRLWK. The MHC is HLA-A11:01 with pseudo-sequence HLA-A11:01. The binding affinity (normalized) is 0.467.